This data is from Full USPTO retrosynthesis dataset with 1.9M reactions from patents (1976-2016). The task is: Predict the reactants needed to synthesize the given product. (1) Given the product [CH3:8][S:9]([O:28][CH2:27][CH2:26][C:23]1[CH:24]=[CH:25][C:20]([CH2:19][CH:14]2[O:15][CH2:16][CH2:17][CH2:18][O:13]2)=[CH:21][CH:22]=1)(=[O:11])=[O:10], predict the reactants needed to synthesize it. The reactants are: C(N(CC)CC)C.[CH3:8][S:9](Cl)(=[O:11])=[O:10].[O:13]1[CH2:18][CH2:17][CH2:16][O:15][CH:14]1[CH2:19][C:20]1[CH:25]=[CH:24][C:23]([CH2:26][CH2:27][OH:28])=[CH:22][CH:21]=1. (2) Given the product [Br:18][C:7]1[CH:6]=[C:5]([CH:8]([CH2:14][CH:15]([CH3:16])[CH3:17])[C:9]([O:11][CH2:12][CH3:13])=[O:10])[CH:4]=[CH:3][C:2]=1[OH:1], predict the reactants needed to synthesize it. The reactants are: [OH:1][C:2]1[CH:7]=[CH:6][C:5]([CH:8]([CH2:14][CH:15]([CH3:17])[CH3:16])[C:9]([O:11][CH2:12][CH3:13])=[O:10])=[CH:4][CH:3]=1.[Br:18]Br. (3) Given the product [CH3:59][C:25]1([CH3:24])[C:49]2[C:29]([CH:30]=[C:31]3[CH:48]=[C:47]4[C:34]([C:35]5[C:40]([C:41]6[C:46]4=[CH:45][CH:44]=[CH:43][CH:42]=6)=[CH:39][CH:38]=[CH:37][CH:36]=5)=[CH:33][C:32]3=2)=[CH:28][C:27]([C:6]2[CH:7]=[CH:2][CH:3]=[C:4]([C:8]3[C:21]4[C:22]5=[C:23]6[C:18](=[CH:19][CH:20]=4)[CH:17]=[CH:16][CH:15]=[C:14]6[CH:13]=[CH:12][C:11]5=[CH:10][CH:9]=3)[CH:5]=2)=[CH:26]1, predict the reactants needed to synthesize it. The reactants are: Br[C:2]1[CH:3]=[C:4]([C:8]2[C:21]3[C:22]4=[C:23]5[C:18](=[CH:19][CH:20]=3)[CH:17]=[CH:16][CH:15]=[C:14]5[CH:13]=[CH:12][C:11]4=[CH:10][CH:9]=2)[CH:5]=[CH:6][CH:7]=1.[CH3:24][C:25]1([CH3:59])[C:49]2[C:29]([CH:30]=[C:31]3[CH:48]=[C:47]4[C:34]([C:35]5[C:40]([C:41]6[C:46]4=[CH:45][CH:44]=[CH:43][CH:42]=6)=[CH:39][CH:38]=[CH:37][CH:36]=5)=[CH:33][C:32]3=2)=[CH:28][C:27](B2OC(C)(C)C(C)(C)O2)=[CH:26]1.C([O-])([O-])=O.[Na+].[Na+].CCO. (4) Given the product [NH2:14][CH2:15][C:16]([N:18]1[CH:31]2[C:22]([S:34]([C:37]3[CH:38]=[CH:39][C:40]([Cl:43])=[CH:41][CH:42]=3)(=[O:35])=[O:36])([C:23]3[C:28]([O:29][CH2:30]2)=[C:27]([F:32])[CH:26]=[CH:25][C:24]=3[F:33])[CH2:21][CH2:20][CH2:19]1)=[O:17], predict the reactants needed to synthesize it. The reactants are: FC(F)(F)C(O)=O.C(OC(=O)[NH:14][CH2:15][C:16]([N:18]1[CH:31]2[C:22]([S:34]([C:37]3[CH:42]=[CH:41][C:40]([Cl:43])=[CH:39][CH:38]=3)(=[O:36])=[O:35])([C:23]3[C:28]([O:29][CH2:30]2)=[C:27]([F:32])[CH:26]=[CH:25][C:24]=3[F:33])[CH2:21][CH2:20][CH2:19]1)=[O:17])(C)(C)C. (5) Given the product [CH3:13][O:14][C:15]1[CH:39]=[C:38]([O:40][CH3:41])[CH:37]=[CH:36][C:16]=1[CH2:17][NH:18][C:19]1[N:24]=[C:23]2[C:22]([NH:35][C:1](=[O:2])[N:25]2[CH2:26][C:27]2[C:28]([F:34])=[CH:29][CH:30]=[CH:31][C:32]=2[F:33])=[CH:21][N:20]=1, predict the reactants needed to synthesize it. The reactants are: [C:1](N1C=CN=C1)(N1C=CN=C1)=[O:2].[CH3:13][O:14][C:15]1[CH:39]=[C:38]([O:40][CH3:41])[CH:37]=[CH:36][C:16]=1[CH2:17][NH:18][C:19]1[N:24]=[C:23]([NH:25][CH2:26][C:27]2[C:32]([F:33])=[CH:31][CH:30]=[CH:29][C:28]=2[F:34])[C:22]([NH2:35])=[CH:21][N:20]=1. (6) Given the product [Cl:1][C:2]1[S:6][C:5]([S:7]([NH:10][C:11]2[CH:19]=[CH:18][C:14]([C:15]([O:17][CH2:37][CH2:36][CH2:35][Br:34])=[O:16])=[C:13]([OH:20])[CH:12]=2)(=[O:9])=[O:8])=[CH:4][C:3]=1[C:21]1[CH:26]=[C:25]([F:27])[CH:24]=[CH:23][C:22]=1[OH:28], predict the reactants needed to synthesize it. The reactants are: [Cl:1][C:2]1[S:6][C:5]([S:7]([NH:10][C:11]2[CH:19]=[CH:18][C:14]([C:15]([OH:17])=[O:16])=[C:13]([OH:20])[CH:12]=2)(=[O:9])=[O:8])=[CH:4][C:3]=1[C:21]1[CH:26]=[C:25]([F:27])[CH:24]=[CH:23][C:22]=1[OH:28].OS(O)(=O)=O.[Br:34][CH2:35][CH2:36][CH2:37]O.